Dataset: Full USPTO retrosynthesis dataset with 1.9M reactions from patents (1976-2016). Task: Predict the reactants needed to synthesize the given product. (1) Given the product [C:10]([O:9][C:8](=[O:14])[NH:7][C:4]1[S:5][CH:6]=[C:2]([B:15]2[O:19][C:18]([CH3:21])([CH3:20])[C:17]([CH3:23])([CH3:22])[O:16]2)[CH:3]=1)([CH3:13])([CH3:12])[CH3:11], predict the reactants needed to synthesize it. The reactants are: Br[C:2]1[CH:3]=[C:4]([NH:7][C:8](=[O:14])[O:9][C:10]([CH3:13])([CH3:12])[CH3:11])[S:5][CH:6]=1.[B:15]1([B:15]2[O:19][C:18]([CH3:21])([CH3:20])[C:17]([CH3:23])([CH3:22])[O:16]2)[O:19][C:18]([CH3:21])([CH3:20])[C:17]([CH3:23])([CH3:22])[O:16]1.C([O-])(=O)C.[K+]. (2) Given the product [OH:26][N:21]1[C:20](=[O:34])[N:19]2[CH2:25][C@H:22]1[CH2:23][CH2:24][C@H:18]2[C:16]1[O:17][C:13]([CH2:12][CH2:11][NH:10][C:9]([NH:35][C:36]([O:38][C:39]([CH3:42])([CH3:41])[CH3:40])=[O:37])=[N:8][C:6]([O:5][C:1]([CH3:4])([CH3:2])[CH3:3])=[O:7])=[N:14][N:15]=1, predict the reactants needed to synthesize it. The reactants are: [C:1]([O:5][C:6]([N:8]=[C:9]([NH:35][C:36]([O:38][C:39]([CH3:42])([CH3:41])[CH3:40])=[O:37])[NH:10][CH2:11][CH2:12][C:13]1[O:17][C:16]([C@@H:18]2[CH2:24][CH2:23][C@@H:22]3[CH2:25][N:19]2[C:20](=[O:34])[N:21]3[O:26]CC2C=CC=CC=2)=[N:15][N:14]=1)=[O:7])([CH3:4])([CH3:3])[CH3:2]. (3) The reactants are: Br[C:2]1[CH:7]=[CH:6][CH:5]=[C:4]([O:8][CH3:9])[N:3]=1.N1C=CC=CC=1C(O)=O.C(=O)([O-])[O-].[Cs+].[Cs+].[C:25]([O:33][CH2:34][CH3:35])(=[O:32])[CH2:26][C:27]([O:29][CH2:30][CH3:31])=[O:28].[NH4+].[Cl-]. Given the product [CH3:9][O:8][C:4]1[N:3]=[C:2]([CH:26]([C:27]([O:29][CH2:30][CH3:31])=[O:28])[C:25]([O:33][CH2:34][CH3:35])=[O:32])[CH:7]=[CH:6][CH:5]=1, predict the reactants needed to synthesize it. (4) Given the product [Cl:1][C:2]1[N:3]=[C:4]2[C:10]([I:11])=[CH:9][N:8]([Si:15]([CH:19]([CH3:21])[CH3:20])([CH:16]([CH3:18])[CH3:17])[CH:12]([CH3:14])[CH3:13])[C:5]2=[N:6][CH:7]=1, predict the reactants needed to synthesize it. The reactants are: [Cl:1][C:2]1[N:3]=[C:4]2[C:10]([I:11])=[CH:9][NH:8][C:5]2=[N:6][CH:7]=1.[CH:12]([Si:15](Cl)([CH:19]([CH3:21])[CH3:20])[CH:16]([CH3:18])[CH3:17])([CH3:14])[CH3:13]. (5) Given the product [Br:8][C:6]1[N:7]=[C:2]([C:18]2[CH:19]=[CH:20][C:15]([Cl:14])=[CH:16][CH:17]=2)[C:3]([NH2:13])=[N:4][C:5]=1[C:9]([F:12])([F:11])[F:10], predict the reactants needed to synthesize it. The reactants are: Br[C:2]1[C:3]([NH2:13])=[N:4][C:5]([C:9]([F:12])([F:11])[F:10])=[C:6]([Br:8])[N:7]=1.[Cl:14][C:15]1[CH:20]=[CH:19][C:18](B(O)O)=[CH:17][CH:16]=1.C(=O)([O-])[O-].[Na+].[Na+]. (6) Given the product [CH2:1]([O:8][C:9]1[CH:17]=[C:16]([O:18][CH2:19][C:20]2[CH:25]=[CH:24][CH:23]=[CH:22][CH:21]=2)[C:15]([CH:26]([CH3:28])[CH3:27])=[CH:14][C:10]=1[C:11]([NH:45][C:41]1[CH:40]=[C:39]2[C:44](=[CH:43][CH:42]=1)[N:36]([CH3:35])[CH:37]=[CH:38]2)=[O:12])[C:2]1[CH:3]=[CH:4][CH:5]=[CH:6][CH:7]=1, predict the reactants needed to synthesize it. The reactants are: [CH2:1]([O:8][C:9]1[CH:17]=[C:16]([O:18][CH2:19][C:20]2[CH:25]=[CH:24][CH:23]=[CH:22][CH:21]=2)[C:15]([CH:26]([CH3:28])[CH3:27])=[CH:14][C:10]=1[C:11](O)=[O:12])[C:2]1[CH:7]=[CH:6][CH:5]=[CH:4][CH:3]=1.C(Cl)(=O)C(Cl)=O.[CH3:35][N:36]1[C:44]2[C:39](=[CH:40][C:41]([NH2:45])=[CH:42][CH:43]=2)[C:38](C)=[CH:37]1.C(N(CC)CC)C. (7) Given the product [CH2:36]([NH:43][C:14]([C:4]1[S:3][C:2]([NH2:1])=[N:6][C:5]=1[CH2:7][C:8]1[CH:9]=[CH:10][CH:11]=[CH:12][CH:13]=1)=[O:16])[C:37]1[CH:42]=[CH:41][CH:40]=[CH:39][CH:38]=1, predict the reactants needed to synthesize it. The reactants are: [NH2:1][C:2]1[S:3][C:4]([C:14]([OH:16])=O)=[C:5]([CH2:7][C:8]2[CH:13]=[CH:12][CH:11]=[CH:10][CH:9]=2)[N:6]=1.C(N(C(C)C)CC)(C)C.ON1C2C=CC=CC=2N=N1.[CH2:36]([NH2:43])[C:37]1[CH:42]=[CH:41][CH:40]=[CH:39][CH:38]=1. (8) The reactants are: [C:1]([C:3]1[N:8]=[C:7]([NH:9][C:10]2[CH:11]=[C:12]([CH:16]=[CH:17][N:18]=2)[C:13]([OH:15])=O)[CH:6]=[CH:5][CH:4]=1)#[N:2].[NH2:19][C:20]1[CH:21]=[C:22]([C:26]2[CH:33]=[CH:32][C:29]([C:30]#[N:31])=[CH:28][CH:27]=2)[CH:23]=[N:24][CH:25]=1.CCN(C(C)C)C(C)C.CCCP1(OP(CCC)(=O)OP(CCC)(=O)O1)=O.C(=O)(O)[O-].[Na+]. Given the product [C:30]([C:29]1[CH:28]=[CH:27][C:26]([C:22]2[CH:21]=[C:20]([NH:19][C:13](=[O:15])[C:12]3[CH:16]=[CH:17][N:18]=[C:10]([NH:9][C:7]4[CH:6]=[CH:5][CH:4]=[C:3]([C:1]#[N:2])[N:8]=4)[CH:11]=3)[CH:25]=[N:24][CH:23]=2)=[CH:33][CH:32]=1)#[N:31], predict the reactants needed to synthesize it.